This data is from Catalyst prediction with 721,799 reactions and 888 catalyst types from USPTO. The task is: Predict which catalyst facilitates the given reaction. Reactant: [CH2:1]([N:4]1[C:13]2[C:8](=[CH:9][CH:10]=[C:11]([OH:14])[CH:12]=2)[CH2:7][CH2:6][CH2:5]1)[C:2]#[CH:3].C(N(CC)CC)C.[C:22]1([CH3:31])[C:23]([N:28]=[C:29]=[O:30])=[CH:24][CH:25]=[CH:26][CH:27]=1. Product: [CH3:31][C:22]1[CH:27]=[CH:26][CH:25]=[CH:24][C:23]=1[NH:28][C:29](=[O:30])[O:14][C:11]1[CH:12]=[C:13]2[C:8]([CH2:7][CH2:6][CH2:5][N:4]2[CH2:1][C:2]#[CH:3])=[CH:9][CH:10]=1. The catalyst class is: 7.